From a dataset of Cav3 T-type calcium channel HTS with 100,875 compounds. Binary Classification. Given a drug SMILES string, predict its activity (active/inactive) in a high-throughput screening assay against a specified biological target. (1) The molecule is Clc1ccc(S(=O)(=O)N(CC(=O)N2CCCCCC2)CC)cc1. The result is 0 (inactive). (2) The compound is Clc1ccc(NC(=O)N2CCC(CC2)C(=O)NCCCOC)cc1. The result is 0 (inactive). (3) The compound is O=C(Nc1cc2OCCOc2cc1)C(N1CC(CCC1)C)c1ccccc1. The result is 0 (inactive). (4) The drug is S(c1nc2c(c(C3CCC=CC3)c1C#N)CCC2)CC(OC)=O. The result is 0 (inactive). (5) The molecule is O(c1ccc(Cn2nnnc2C(N2CCN(C3CCCC3)CC2)c2ccc(cc2)C)cc1)C. The result is 0 (inactive). (6) The molecule is O=C(N1C2=NC(=C(C3N(c4c(C23CC1C(OC)=O)cc(OC)cc4)C)C(OC)=O)C(OC)=O)C1CCC1. The result is 0 (inactive). (7) The compound is Clc1c(OCc2oc(N3CCOCC3)c(n2)C#N)ccc(Cl)c1. The result is 0 (inactive).